From a dataset of Reaction yield outcomes from USPTO patents with 853,638 reactions. Predict the reaction yield, written as a fraction of the theoretical maximum amount of product (1.0 means a 100% yield; for example, 0.34 means a 34% yield). The reactants are [I:1][C:2]1[N:7]=[N:6][C:5]([NH2:8])=[CH:4][CH:3]=1.[H-].[Na+].Cl[CH2:12][C:13]1[CH:18]=[CH:17][C:16]([O:19][CH3:20])=[CH:15][CH:14]=1. The catalyst is CN(C=O)C. The product is [I:1][C:2]1[N:7]=[N:6][C:5]([N:8]([CH2:12][C:13]2[CH:18]=[CH:17][C:16]([O:19][CH3:20])=[CH:15][CH:14]=2)[CH2:12][C:13]2[CH:18]=[CH:17][C:16]([O:19][CH3:20])=[CH:15][CH:14]=2)=[CH:4][CH:3]=1. The yield is 0.680.